Dataset: Full USPTO retrosynthesis dataset with 1.9M reactions from patents (1976-2016). Task: Predict the reactants needed to synthesize the given product. (1) Given the product [Cl:21][C:18]1[CH:17]=[CH:16][C:15]([C:14]([N:11]2[CH2:10][CH2:9][NH:8][CH2:13][CH2:12]2)=[O:22])=[CH:20][CH:19]=1, predict the reactants needed to synthesize it. The reactants are: C(OC([N:8]1[CH2:13][CH2:12][N:11]([C:14](=[O:22])[C:15]2[CH:20]=[CH:19][C:18]([Cl:21])=[CH:17][CH:16]=2)[CH2:10][CH2:9]1)=O)(C)(C)C.O1CCOCC1. (2) Given the product [C:1]([O:5]/[N:6]=[C:7]1\[CH:8]=[C:9]([C:22]2[N:27]=[CH:26][N:25]3[CH:28]=[CH:29][CH:30]=[C:24]3[CH:23]=2)[O:10][C:11]2[C:16]\1=[CH:15][C:14]([CH2:17][CH2:18][CH2:19][CH2:20][O:21][S:39]([CH3:38])(=[O:41])=[O:40])=[CH:13][CH:12]=2)([CH3:4])([CH3:2])[CH3:3], predict the reactants needed to synthesize it. The reactants are: [C:1]([O:5][N:6]=[C:7]1[C:16]2[C:11](=[CH:12][CH:13]=[C:14]([CH2:17][CH2:18][CH2:19][CH2:20][OH:21])[CH:15]=2)[O:10][C:9]([C:22]2[N:27]=[CH:26][N:25]3[CH:28]=[CH:29][CH:30]=[C:24]3[CH:23]=2)=[CH:8]1)([CH3:4])([CH3:3])[CH3:2].C(N(CC)CC)C.[CH3:38][S:39](Cl)(=[O:41])=[O:40].[Cl-].[NH4+]. (3) Given the product [CH3:1][O:2][C:3](=[O:15])[C:4]1[C:5](=[C:10]([NH:76][C:72]2[CH:73]=[CH:74][CH:75]=[C:70]([O:69][CH3:68])[CH:71]=2)[CH:11]=[CH:12][CH:13]=1)[C:6]([O:8][CH3:9])=[O:7], predict the reactants needed to synthesize it. The reactants are: [CH3:1][O:2][C:3](=[O:15])[C:4]1[C:5](=[C:10](I)[CH:11]=[CH:12][CH:13]=1)[C:6]([O:8][CH3:9])=[O:7].C(=O)([O-])[O-].[Cs+].[Cs+].C1C=CC(P(C2C(C3C(P(C4C=CC=CC=4)C4C=CC=CC=4)=CC=C4C=3C=CC=C4)=C3C(C=CC=C3)=CC=2)C2C=CC=CC=2)=CC=1.[CH3:68][O:69][C:70]1[CH:75]=[CH:74][CH:73]=[C:72]([NH2:76])[CH:71]=1.